Regression. Given a peptide amino acid sequence and an MHC pseudo amino acid sequence, predict their binding affinity value. This is MHC class II binding data. From a dataset of Peptide-MHC class II binding affinity with 134,281 pairs from IEDB. (1) The peptide sequence is GLALSHLNAMSKVRK. The MHC is DRB3_0101 with pseudo-sequence DRB3_0101. The binding affinity (normalized) is 0. (2) The peptide sequence is DRAVKLYRKLKREIT. The MHC is DRB1_0802 with pseudo-sequence DRB1_0802. The binding affinity (normalized) is 0.134. (3) The peptide sequence is ANATVYMIDSVLMPP. The MHC is DRB3_0202 with pseudo-sequence DRB3_0202. The binding affinity (normalized) is 0.526. (4) The peptide sequence is GLKTRQEKWMTGRMG. The MHC is DRB1_0701 with pseudo-sequence DRB1_0701. The binding affinity (normalized) is 0. (5) The peptide sequence is NVWEVKSSKPLVGPF. The MHC is HLA-DPA10201-DPB10501 with pseudo-sequence HLA-DPA10201-DPB10501. The binding affinity (normalized) is 0.180. (6) The peptide sequence is EKKYFKATQFEPLAA. The MHC is HLA-DPA10301-DPB10402 with pseudo-sequence HLA-DPA10301-DPB10402. The binding affinity (normalized) is 0.919. (7) The peptide sequence is RPTAWFLPSIRAANV. The MHC is HLA-DQA10201-DQB10402 with pseudo-sequence HLA-DQA10201-DQB10402. The binding affinity (normalized) is 0.607. (8) The peptide sequence is RPTAWFLPSIRAANV. The MHC is DRB1_0801 with pseudo-sequence DRB1_0801. The binding affinity (normalized) is 0.706.